Predict the reaction yield, written as a fraction of the theoretical maximum amount of product (1.0 means a 100% yield; for example, 0.34 means a 34% yield). From a dataset of Reaction yield outcomes from USPTO patents with 853,638 reactions. (1) The reactants are [N:1]1[C:5]2[CH:6]=[CH:7][CH:8]=[CH:9][C:4]=2[NH:3][C:2]=1[C:10]1[CH:17]=[CH:16][C:13]([CH:14]=O)=[CH:12][CH:11]=1.[C:18]([O:22][C:23]([N:25]1[C:29]2[CH:30]=[CH:31][CH:32]=[CH:33][C:28]=2[N:27]=[C:26]1[CH2:34][NH:35][CH:36]1[C:45]2[N:44]=[CH:43][CH:42]=[CH:41][C:40]=2[CH2:39][CH2:38][CH2:37]1)=[O:24])([CH3:21])([CH3:20])[CH3:19].C(O)(=O)C.C(O[BH-](OC(=O)C)OC(=O)C)(=O)C.[Na+]. The catalyst is C1COCC1. The product is [NH:1]1[C:5]2[CH:6]=[CH:7][CH:8]=[CH:9][C:4]=2[N:3]=[C:2]1[C:10]1[CH:17]=[CH:16][C:13]([CH2:14][N:35]([CH2:34][C:26]2[N:25]([C:23]([O:22][C:18]([CH3:20])([CH3:21])[CH3:19])=[O:24])[C:29]3[CH:30]=[CH:31][CH:32]=[CH:33][C:28]=3[N:27]=2)[CH:36]2[C:45]3[N:44]=[CH:43][CH:42]=[CH:41][C:40]=3[CH2:39][CH2:38][CH2:37]2)=[CH:12][CH:11]=1. The yield is 0.390. (2) The reactants are [CH3:1][O:2][C:3](=[O:25])/[CH:4]=[CH:5]/[C:6]1[CH:11]=[CH:10][CH:9]=[CH:8][C:7]=1[N:12]1[CH2:17][CH2:16][N:15](C(OC(C)(C)C)=O)[CH2:14][CH2:13]1.FC(F)(F)C(O)=O. The catalyst is ClCCl. The product is [N:12]1([C:7]2[CH:8]=[CH:9][CH:10]=[CH:11][C:6]=2/[CH:5]=[CH:4]/[C:3]([O:2][CH3:1])=[O:25])[CH2:13][CH2:14][NH:15][CH2:16][CH2:17]1. The yield is 0.940. (3) The reactants are [C:1]1([CH3:7])[CH:6]=[CH:5][CH:4]=[CH:3][CH:2]=1.C(O[O:13][C:14]([CH3:17])(C)C)(C)(C)C.[C]=O.[CH2:20]([OH:22])C. The catalyst is CC(CC(C)=O)=O.CC(CC(C)=O)=O.CC(CC(C)=O)=O.[Co].CC1(C)C2C(=C(P(C3C=CC=CC=3)C3C=CC=CC=3)C=CC=2)OC2C(P(C3C=CC=CC=3)C3C=CC=CC=3)=CC=CC1=2. The product is [C:1]1([CH2:7][C:20]([O:13][CH2:14][CH3:17])=[O:22])[CH:6]=[CH:5][CH:4]=[CH:3][CH:2]=1. The yield is 0.170. (4) The reactants are [C:1]([N:8]1[CH2:11][CH:10]([C:12]([OH:14])=O)[CH2:9]1)([O:3][C:4]([CH3:7])([CH3:6])[CH3:5])=[O:2].[NH2:15][C:16]1[CH:21]=[CH:20][CH:19]=[CH:18][CH:17]=1.C1CCC(N=C=NC2CCCCC2)CC1. The catalyst is C(Cl)Cl. The product is [C:16]1([NH:15][C:12]([CH:10]2[CH2:9][N:8]([C:1]([O:3][C:4]([CH3:5])([CH3:6])[CH3:7])=[O:2])[CH2:11]2)=[O:14])[CH:21]=[CH:20][CH:19]=[CH:18][CH:17]=1. The yield is 0.960. (5) The reactants are [CH:1]([C:3]1[CH:30]=[C:6]2[CH2:7][N:8]([C:12]([O:14][CH2:15][C:16]3[CH:21]=[C:20]([C:22]([F:25])([F:24])[F:23])[CH:19]=[C:18]([C:26]([F:29])([F:28])[F:27])[CH:17]=3)=[O:13])[CH2:9][CH2:10][CH2:11][N:5]2[N:4]=1)=O.[Si]([C:35]#[N:36])(C)(C)C.[NH3:37]. The catalyst is CO.[Zn+2].[I-].[I-]. The product is [NH2:37][CH:1]([C:35]#[N:36])[C:3]1[CH:30]=[C:6]2[CH2:7][N:8]([C:12]([O:14][CH2:15][C:16]3[CH:21]=[C:20]([C:22]([F:25])([F:24])[F:23])[CH:19]=[C:18]([C:26]([F:29])([F:28])[F:27])[CH:17]=3)=[O:13])[CH2:9][CH2:10][CH2:11][N:5]2[N:4]=1. The yield is 0.420. (6) The reactants are Br[CH2:2]/[CH:3]=[CH:4]/[C:5]([O:7][CH3:8])=[O:6].[CH2:9]([NH2:12])[C:10]#[CH:11].[CH3:13][C:14]([O:17][C:18](O[C:18]([O:17][C:14]([CH3:16])([CH3:15])[CH3:13])=[O:19])=[O:19])([CH3:16])[CH3:15].CCN(CC)CC. The catalyst is C1COCC1. The product is [CH3:8][O:7][C:5](=[O:6])/[CH:4]=[CH:3]/[CH2:2][N:12]([C:18]([O:17][C:14]([CH3:16])([CH3:15])[CH3:13])=[O:19])[CH2:9][C:10]#[CH:11]. The yield is 0.490. (7) The reactants are [F:1][C:2]1[CH:3]=[C:4]([OH:9])[CH:5]=[C:6]([F:8])[CH:7]=1.N1C=CN=C1.[CH3:15][C:16]([Si:19](Cl)([CH3:21])[CH3:20])([CH3:18])[CH3:17]. The catalyst is CN(C=O)C. The product is [C:16]([Si:19]([O:9][C:4]1[CH:3]=[C:2]([F:1])[CH:7]=[C:6]([F:8])[CH:5]=1)([CH3:21])[CH3:20])([CH3:18])([CH3:17])[CH3:15]. The yield is 0.730. (8) The product is [CH3:36][O:35][C:21]1[CH:22]=[C:23]([N:26]2[C:34]3[C:29](=[CH:30][CH:31]=[CH:32][CH:33]=3)[CH:28]=[CH:27]2)[CH:24]=[CH:25][C:20]=1[B:10]1[O:11][C:12]([CH3:17])([CH3:18])[C:13]([CH3:15])([CH3:16])[O:14]1. The reactants are [B:10]1([B:10]2[O:14][C:13]([CH3:16])([CH3:15])[C:12]([CH3:18])([CH3:17])[O:11]2)[O:14][C:13]([CH3:16])([CH3:15])[C:12]([CH3:18])([CH3:17])[O:11]1.Br[C:20]1[CH:25]=[CH:24][C:23]([N:26]2[C:34]3[C:29](=[CH:30][CH:31]=[CH:32][CH:33]=3)[CH:28]=[CH:27]2)=[CH:22][C:21]=1[O:35][CH3:36].C([O-])(=O)C.[K+]. The yield is 0.402. The catalyst is CN(C=O)C.CCOCC.